The task is: Predict the reaction yield, written as a fraction of the theoretical maximum amount of product (1.0 means a 100% yield; for example, 0.34 means a 34% yield).. This data is from Reaction yield outcomes from USPTO patents with 853,638 reactions. (1) The reactants are [Cl:1][C:2]1[CH:3]=[C:4]([C:9]23[CH:14]([CH:15]=O)[CH:13]2[CH2:12][N:11]([C:17]([O:19][C:20]([CH3:23])([CH3:22])[CH3:21])=[O:18])[CH2:10]3)[CH:5]=[CH:6][C:7]=1[Cl:8].C1(=O)NC(=O)C=C1.ClC1C=C(C=CC=1Cl)N.N1C=CC=CC=1.Cl.[CH3:47][O:48][NH2:49]. The catalyst is C(O)C. The yield is 0.900. The product is [Cl:1][C:2]1[CH:3]=[C:4]([C:9]23[CH:14]([CH:15]=[N:49][O:48][CH3:47])[CH:13]2[CH2:12][N:11]([C:17]([O:19][C:20]([CH3:23])([CH3:21])[CH3:22])=[O:18])[CH2:10]3)[CH:5]=[CH:6][C:7]=1[Cl:8]. (2) The reactants are [N:1]1[CH:6]=[CH:5][CH:4]=[C:3]([NH:7][C:8]([C:10]2[CH:11]=[C:12]3[C:16](=[CH:17][CH:18]=2)[NH:15][C:14]2[C:19](=[O:25])[NH:20][CH2:21][CH2:22][C:23](=O)[C:13]3=2)=[O:9])[CH:2]=1.Cl.[NH2:27][OH:28].N1C=CC=CC=1. The catalyst is CO.O. The product is [N:1]1[CH:6]=[CH:5][CH:4]=[C:3]([NH:7][C:8]([C:10]2[CH:11]=[C:12]3[C:16](=[CH:17][CH:18]=2)[NH:15][C:14]2[C:19](=[O:25])[NH:20][CH2:21][CH2:22][C:23](=[N:27][OH:28])[C:13]3=2)=[O:9])[CH:2]=1. The yield is 0.0800.